From a dataset of NCI-60 drug combinations with 297,098 pairs across 59 cell lines. Regression. Given two drug SMILES strings and cell line genomic features, predict the synergy score measuring deviation from expected non-interaction effect. (1) Drug 1: CC1=C(C=C(C=C1)NC(=O)C2=CC=C(C=C2)CN3CCN(CC3)C)NC4=NC=CC(=N4)C5=CN=CC=C5. Drug 2: C1=NC2=C(N1)C(=S)N=CN2. Cell line: TK-10. Synergy scores: CSS=35.3, Synergy_ZIP=0.299, Synergy_Bliss=2.19, Synergy_Loewe=-36.0, Synergy_HSA=0.430. (2) Drug 1: CCN(CC)CCNC(=O)C1=C(NC(=C1C)C=C2C3=C(C=CC(=C3)F)NC2=O)C. Drug 2: C1CN(P(=O)(OC1)NCCCl)CCCl. Cell line: HCT116. Synergy scores: CSS=5.70, Synergy_ZIP=0.660, Synergy_Bliss=-6.56, Synergy_Loewe=3.27, Synergy_HSA=-9.64.